From a dataset of Catalyst prediction with 721,799 reactions and 888 catalyst types from USPTO. Predict which catalyst facilitates the given reaction. (1) Reactant: I[C:2]1[C:3]([CH3:25])=[CH:4][CH:5]=[C:6]2[C:11]=1[N:10]=[C:9]([CH3:12])[N:8]=[C:7]2[NH:13][C:14]1[CH:19]=[CH:18][CH:17]=[C:16]([O:20][C:21]([F:24])([F:23])[F:22])[CH:15]=1.[CH3:26][NH:27][C:28]1[N:37]=[CH:36][C:35]2[C:30](=[CH:31][CH:32]=[C:33](B3OC(C)(C)C(C)(C)O3)[CH:34]=2)[N:29]=1.C(=O)([O-])[O-].[Na+].[Na+]. Product: [CH3:12][C:9]1[N:8]=[C:7]([NH:13][C:14]2[CH:19]=[CH:18][CH:17]=[C:16]([O:20][C:21]([F:24])([F:23])[F:22])[CH:15]=2)[C:6]2[C:11](=[C:2]([C:33]3[CH:34]=[C:35]4[C:30](=[CH:31][CH:32]=3)[N:29]=[C:28]([NH:27][CH3:26])[N:37]=[CH:36]4)[C:3]([CH3:25])=[CH:4][CH:5]=2)[N:10]=1. The catalyst class is: 203. (2) Reactant: F[C:2]1[N:7]=[C:6]([N:8]([CH3:21])[C:9]2[CH:14]=[CH:13][N:12]=[C:11]([C:15]3[CH:20]=[CH:19][CH:18]=[CH:17][CH:16]=3)[N:10]=2)[CH:5]=[CH:4][N:3]=1.[Cl:22][C:23]1[CH:28]=[CH:27][CH:26]=[CH:25][C:24]=1[CH2:29][CH2:30][NH2:31]. Product: [Cl:22][C:23]1[CH:28]=[CH:27][CH:26]=[CH:25][C:24]=1[CH2:29][CH2:30][NH:31][C:2]1[N:7]=[C:6]([N:8]([CH3:21])[C:9]2[CH:14]=[CH:13][N:12]=[C:11]([C:15]3[CH:20]=[CH:19][CH:18]=[CH:17][CH:16]=3)[N:10]=2)[CH:5]=[CH:4][N:3]=1. The catalyst class is: 12. (3) Reactant: [F:1][C:2]1[CH:3]=[CH:4][C:5]2[O:10][CH2:9][C@H:8]([CH2:11]OS(C)(=O)=O)[O:7][C:6]=2[CH:17]=1.Br.[NH:19]1[CH2:24][CH2:23][CH2:22][C@H:21]([C:25]2[CH:26]=[C:27]([OH:31])[CH:28]=[CH:29][CH:30]=2)[CH2:20]1.C([O-])(O)=O.[Na+].O. Product: [F:1][C:2]1[CH:3]=[CH:4][C:5]2[O:10][CH2:9][C@H:8]([CH2:11][N:19]3[CH2:24][CH2:23][CH2:22][C@H:21]([C:25]4[CH:26]=[C:27]([OH:31])[CH:28]=[CH:29][CH:30]=4)[CH2:20]3)[O:7][C:6]=2[CH:17]=1. The catalyst class is: 3. (4) Reactant: [CH2:1]([N:4]1[CH:8]=[CH:7][CH:6]=[C:5]1[C:9]([O:11]C)=[O:10])[CH:2]=[CH2:3].O1CCCC1.[OH-].[Li+]. Product: [CH2:1]([N:4]1[CH:8]=[CH:7][CH:6]=[C:5]1[C:9]([OH:11])=[O:10])[CH:2]=[CH2:3]. The catalyst class is: 5. (5) Reactant: [F:1][C:2]([F:43])([F:42])[CH2:3][CH2:4][CH:5]([NH:22][C:23]1[CH:41]=[CH:40][C:26]([C:27]([N:29]2[CH2:34][CH2:33][CH2:32][C@@H:31]([C:35]([O:37]CC)=[O:36])[CH2:30]2)=[O:28])=[CH:25][CH:24]=1)[C:6]1[CH:11]=[CH:10][C:9]([N:12]2[CH:20]=[C:19]3[C:14]([CH2:15][CH2:16][CH2:17][CH2:18]3)=[N:13]2)=[CH:8][C:7]=1[CH3:21].C1COCC1.[OH-].[Na+].Cl. Product: [F:43][C:2]([F:1])([F:42])[CH2:3][CH2:4][CH:5]([NH:22][C:23]1[CH:41]=[CH:40][C:26]([C:27]([N:29]2[CH2:34][CH2:33][CH2:32][C@@H:31]([C:35]([OH:37])=[O:36])[CH2:30]2)=[O:28])=[CH:25][CH:24]=1)[C:6]1[CH:11]=[CH:10][C:9]([N:12]2[CH:20]=[C:19]3[C:14]([CH2:15][CH2:16][CH2:17][CH2:18]3)=[N:13]2)=[CH:8][C:7]=1[CH3:21]. The catalyst class is: 8. (6) Reactant: [Br:1][C:2]1[CH:3]=[C:4]([CH:14]=[C:15]([O:17][CH2:18][C@H:19]2[CH2:23][CH2:22][CH2:21][O:20]2)[CH:16]=1)[C:5]([O:7]C[C@H]1CCCO1)=[O:6].[Li+].[OH-]. Product: [Br:1][C:2]1[CH:3]=[C:4]([CH:14]=[C:15]([O:17][CH2:18][C@H:19]2[CH2:23][CH2:22][CH2:21][O:20]2)[CH:16]=1)[C:5]([OH:7])=[O:6]. The catalyst class is: 49.